Dataset: Catalyst prediction with 721,799 reactions and 888 catalyst types from USPTO. Task: Predict which catalyst facilitates the given reaction. Reactant: [Si:1]([O:8][C:9]1[CH:14]=[CH:13][C:12]([CH2:15][CH:16]([OH:21])[C:17]([O:19][CH3:20])=[O:18])=[CH:11][CH:10]=1)([C:4]([CH3:7])([CH3:6])[CH3:5])([CH3:3])[CH3:2].[H-].[Na+].Br[CH2:25][C:26]1[CH:38]=[CH:37][C:29]([C:30]([O:32][C:33]([CH3:36])([CH3:35])[CH3:34])=[O:31])=[CH:28][CH:27]=1. Product: [Si:1]([O:8][C:9]1[CH:10]=[CH:11][C:12]([CH2:15][CH:16]([O:21][CH2:25][C:26]2[CH:27]=[CH:28][C:29]([C:30]([O:32][C:33]([CH3:36])([CH3:35])[CH3:34])=[O:31])=[CH:37][CH:38]=2)[C:17]([O:19][CH3:20])=[O:18])=[CH:13][CH:14]=1)([C:4]([CH3:5])([CH3:7])[CH3:6])([CH3:3])[CH3:2]. The catalyst class is: 807.